This data is from NCI-60 drug combinations with 297,098 pairs across 59 cell lines. The task is: Regression. Given two drug SMILES strings and cell line genomic features, predict the synergy score measuring deviation from expected non-interaction effect. (1) Drug 1: CC12CCC(CC1=CCC3C2CCC4(C3CC=C4C5=CN=CC=C5)C)O. Drug 2: CN1C(=O)N2C=NC(=C2N=N1)C(=O)N. Cell line: SNB-75. Synergy scores: CSS=-4.59, Synergy_ZIP=0.745, Synergy_Bliss=-0.969, Synergy_Loewe=-4.56, Synergy_HSA=-3.33. (2) Cell line: SK-MEL-5. Drug 2: CC12CCC(CC1=CCC3C2CCC4(C3CC=C4C5=CN=CC=C5)C)O. Synergy scores: CSS=32.4, Synergy_ZIP=4.54, Synergy_Bliss=3.35, Synergy_Loewe=-11.3, Synergy_HSA=2.26. Drug 1: CC1=C2C(C(=O)C3(C(CC4C(C3C(C(C2(C)C)(CC1OC(=O)C(C(C5=CC=CC=C5)NC(=O)OC(C)(C)C)O)O)OC(=O)C6=CC=CC=C6)(CO4)OC(=O)C)OC)C)OC. (3) Drug 1: C1=CC(=CC=C1CCCC(=O)O)N(CCCl)CCCl. Drug 2: C1=CN(C=N1)CC(O)(P(=O)(O)O)P(=O)(O)O. Cell line: SK-OV-3. Synergy scores: CSS=7.64, Synergy_ZIP=-1.43, Synergy_Bliss=-5.53, Synergy_Loewe=-5.08, Synergy_HSA=-4.90. (4) Drug 1: CC1=CC=C(C=C1)C2=CC(=NN2C3=CC=C(C=C3)S(=O)(=O)N)C(F)(F)F. Drug 2: CC1=C(C=C(C=C1)C(=O)NC2=CC(=CC(=C2)C(F)(F)F)N3C=C(N=C3)C)NC4=NC=CC(=N4)C5=CN=CC=C5. Cell line: HCT-15. Synergy scores: CSS=-3.34, Synergy_ZIP=2.39, Synergy_Bliss=-0.909, Synergy_Loewe=-3.64, Synergy_HSA=-3.87. (5) Drug 1: CCCS(=O)(=O)NC1=C(C(=C(C=C1)F)C(=O)C2=CNC3=C2C=C(C=N3)C4=CC=C(C=C4)Cl)F. Drug 2: CCC1(CC2CC(C3=C(CCN(C2)C1)C4=CC=CC=C4N3)(C5=C(C=C6C(=C5)C78CCN9C7C(C=CC9)(C(C(C8N6C=O)(C(=O)OC)O)OC(=O)C)CC)OC)C(=O)OC)O.OS(=O)(=O)O. Cell line: NCI-H322M. Synergy scores: CSS=-0.602, Synergy_ZIP=4.00, Synergy_Bliss=5.12, Synergy_Loewe=-12.6, Synergy_HSA=-0.555. (6) Drug 1: C1CN1C2=NC(=NC(=N2)N3CC3)N4CC4. Drug 2: C1CN(P(=O)(OC1)NCCCl)CCCl. Cell line: KM12. Synergy scores: CSS=19.1, Synergy_ZIP=1.20, Synergy_Bliss=5.85, Synergy_Loewe=-10.4, Synergy_HSA=4.04.